Task: Regression. Given a peptide amino acid sequence and an MHC pseudo amino acid sequence, predict their binding affinity value. This is MHC class I binding data.. Dataset: Peptide-MHC class I binding affinity with 185,985 pairs from IEDB/IMGT (1) The MHC is HLA-A01:01 with pseudo-sequence HLA-A01:01. The binding affinity (normalized) is 0.0847. The peptide sequence is ILQDRIRMY. (2) The peptide sequence is PEYFNSVCRL. The MHC is HLA-B44:03 with pseudo-sequence HLA-B44:03. The binding affinity (normalized) is 0.155. (3) The peptide sequence is LIVAALVFL. The MHC is HLA-A02:06 with pseudo-sequence HLA-A02:06. The binding affinity (normalized) is 0.782.